Dataset: Full USPTO retrosynthesis dataset with 1.9M reactions from patents (1976-2016). Task: Predict the reactants needed to synthesize the given product. (1) Given the product [CH2:3]([N:10]1[CH2:14][CH2:13][CH2:12][C@H:11]1[CH2:15][O:16][CH2:22][C:23]([F:26])([F:25])[F:24])[C:4]1[CH:9]=[CH:8][CH:7]=[CH:6][CH:5]=1, predict the reactants needed to synthesize it. The reactants are: [H-].[Na+].[CH2:3]([N:10]1[CH2:14][CH2:13][CH2:12][C@H:11]1[CH2:15][OH:16])[C:4]1[CH:9]=[CH:8][CH:7]=[CH:6][CH:5]=1.CS(O[CH2:22][C:23]([F:26])([F:25])[F:24])(=O)=O. (2) Given the product [Cl:10][C:11]1[S:15][C:14]([S:16]([NH:6][C@@H:5]([CH2:7][OH:8])[C:4]([O:3][CH3:2])=[O:9])(=[O:18])=[O:17])=[CH:13][CH:12]=1, predict the reactants needed to synthesize it. The reactants are: Cl.[CH3:2][O:3][C:4](=[O:9])[C@H:5]([CH2:7][OH:8])[NH2:6].[Cl:10][C:11]1[S:15][C:14]([S:16](Cl)(=[O:18])=[O:17])=[CH:13][CH:12]=1. (3) Given the product [CH3:58][C:57]1[CH:56]=[C:55]([NH:59][CH3:60])[CH:54]=[C:53]([CH3:61])[C:52]=1/[CH:51]=[CH:50]/[S:47]([N:44]1[CH2:43][CH2:42][C:41]2([N:40]=[C:26]([CH2:27][CH2:28][CH2:29][CH2:30][CH2:31][CH2:32][CH2:33][CH2:34][CH2:35][CH2:36][CH2:37][OH:39])[NH:64][C:62]2=[O:63])[CH2:46][CH2:45]1)(=[O:49])=[O:48], predict the reactants needed to synthesize it. The reactants are: CN(C(ON1N=NC2C=CC=NC1=2)=[N+](C)C)C.F[P-](F)(F)(F)(F)F.O[CH2:26][CH2:27][CH2:28][CH2:29][CH2:30][CH2:31][CH2:32][CH2:33][CH2:34][CH2:35][CH2:36][C:37]([OH:39])=O.[NH2:40][C:41]1([C:62]([NH2:64])=[O:63])[CH2:46][CH2:45][N:44]([S:47](/[CH:50]=[CH:51]/[C:52]2[C:57]([CH3:58])=[CH:56][C:55]([NH:59][CH3:60])=[CH:54][C:53]=2[CH3:61])(=[O:49])=[O:48])[CH2:43][CH2:42]1.C(N(C(C)C)CC)(C)C.CC(C)([O-])C.[K+]. (4) Given the product [OH:8][C:7]1([CH3:18])[CH2:6][CH2:5][C@@H:4]([NH:9][C:10](=[O:16])[O:11][C:12]([CH3:15])([CH3:14])[CH3:13])[CH2:3][C:2]1([CH3:17])[CH3:1], predict the reactants needed to synthesize it. The reactants are: [CH3:1][C:2]1([CH3:17])[C:7](=[O:8])[CH2:6][CH2:5][C@@H:4]([NH:9][C:10](=[O:16])[O:11][C:12]([CH3:15])([CH3:14])[CH3:13])[CH2:3]1.[CH3:18][Mg]Br. (5) Given the product [Br:1][C:2]1[CH:7]=[C:6]2[C:5](=[C:4]([F:13])[CH:3]=1)[C:8](=[O:12])[CH2:9][CH2:10]2, predict the reactants needed to synthesize it. The reactants are: [Br:1][C:2]1[CH:7]=[CH:6][C:5]([C:8](=[O:12])[CH2:9][CH2:10]Cl)=[C:4]([F:13])[CH:3]=1.[Cl-].[Al+3].[Cl-].[Cl-].[Cl-].[Na+]. (6) Given the product [Br:27][C:23]1[C:22]([NH:8][C@@H:9]2[C@@H:14]3[CH2:15][C@@H:11]([CH:12]=[CH:13]3)[C@@H:10]2[C:16]([NH2:18])=[O:17])=[N:21][C:20]([NH:7][C:5]2[CH:4]=[N:3][N:2]([CH2:1][CH3:29])[CH:6]=2)=[N:25][CH:24]=1, predict the reactants needed to synthesize it. The reactants are: [CH3:1][N:2]1[CH:6]=[C:5]([NH2:7])[CH:4]=[N:3]1.[NH2:8][C@@H:9]1[C@@H:14]2[CH2:15][C@@H:11]([CH:12]=[CH:13]2)[C@@H:10]1[C:16]([NH2:18])=[O:17].Cl[C:20]1[N:25]=[C:24](Cl)[C:23]([Br:27])=[CH:22][N:21]=1.Cl[C:29]1N=C(Cl)C(F)=CN=1.